Dataset: Forward reaction prediction with 1.9M reactions from USPTO patents (1976-2016). Task: Predict the product of the given reaction. Given the reactants I.[NH2:2][NH:3][C:4]([NH:7][CH3:8])=[N:5][CH3:6].Cl.[C:10](Cl)(=O)[C:11]1[CH:16]=[CH:15][N:14]=[CH:13][CH:12]=1, predict the reaction product. The product is: [CH3:8][NH:7][C:4]1[N:5]([CH3:6])[C:10]([C:11]2[CH:16]=[CH:15][N:14]=[CH:13][CH:12]=2)=[N:2][N:3]=1.